Dataset: hERG potassium channel inhibition data for cardiac toxicity prediction from Karim et al.. Task: Regression/Classification. Given a drug SMILES string, predict its toxicity properties. Task type varies by dataset: regression for continuous values (e.g., LD50, hERG inhibition percentage) or binary classification for toxic/non-toxic outcomes (e.g., AMES mutagenicity, cardiotoxicity, hepatotoxicity). Dataset: herg_karim. (1) The molecule is C[NH+](C)CCOC(c1ccccc1)c1ccccc1. The result is 0 (non-blocker). (2) The molecule is CCS(=O)(=O)c1ccc2c(c1)nc(C(C)(C)C)n2C[C@H]1CCCO1. The result is 0 (non-blocker). (3) The result is 0 (non-blocker). The compound is CCc1cc2c(nc1CNC13CCC(CC4(O)Cn5c(=O)ccc6ncc(F)c4c65)(CC1)OC3)NC(=O)CO2. (4) The compound is COC1COCCC1N[C@@H]1C[C@H]2CN(C(=O)OCCN3CCOCC3)C[C@@]2(C(=O)N2CCc3ncc(C(F)(F)F)cc3C2)C1. The result is 0 (non-blocker). (5) The compound is CS(=O)(=O)Nc1ccc2nc(Cc3ccc(Oc4ccccc4)cc3)[nH]c2c1. The result is 1 (blocker). (6) The molecule is O=C(CNC(=O)c1cccc(C(F)(F)F)c1)NC1CN([C@H]2CC[C@](O)(c3ccc4c(c3)OCC4)CC2)C1. The result is 0 (non-blocker).